Dataset: Full USPTO retrosynthesis dataset with 1.9M reactions from patents (1976-2016). Task: Predict the reactants needed to synthesize the given product. Given the product [N:14]1([C:12]2[C:11]([C:18]([F:20])([F:21])[F:19])=[CH:10][C:9]3[NH:22][C:23](=[O:46])[CH2:24][C:25]([C:26]4[CH:31]=[CH:30][CH:29]=[C:28]([N:32]5[C:36]([CH2:37][OH:38])=[CH:35][N:34]=[N:33]5)[CH:27]=4)=[N:7][C:8]=3[CH:13]=2)[CH2:15][CH2:16][CH2:17]1, predict the reactants needed to synthesize it. The reactants are: C(OC(=O)[NH:7][C:8]1[CH:13]=[C:12]([N:14]2[CH2:17][CH2:16][CH2:15]2)[C:11]([C:18]([F:21])([F:20])[F:19])=[CH:10][C:9]=1[NH:22][C:23](=[O:46])[CH2:24][C:25](=O)[C:26]1[CH:31]=[CH:30][CH:29]=[C:28]([N:32]2[C:36]([CH2:37][O:38]C3CCCCO3)=[CH:35][N:34]=[N:33]2)[CH:27]=1)(C)(C)C.C(O)(C(F)(F)F)=O.